The task is: Regression. Given a target protein amino acid sequence and a drug SMILES string, predict the binding affinity score between them. We predict pIC50 (pIC50 = -log10(IC50 in M); higher means more potent). Dataset: bindingdb_ic50.. This data is from Drug-target binding data from BindingDB using IC50 measurements. (1) The drug is O=c1[nH]c(Oc2cnn(Cc3ccccc3)c2)nc2cnccc12. The target protein sequence is MAGVGPGGYAAEFVPPPECPVFEPSWEEFTDPLSFIGRIRPLAEKTGICKIRPPKDWQPPFACEVKSFRFTPRVQRLNELEAMTRVRLDFLDQLAKFWELQGSTLKIPVVERKILDLYALSKIVASKGGFEMVTKEKKWSKVGSRLGYLPGKGTGSLLKSHYERILYPYELFQSGVSLMGVQMPNLDLKEKVEPEVLSTDTQTSPEPGTRMNILPKRTRRVKTQSESGDVSRNTELKKLQIFGAGPKVVGLAMGTKDKEDEVTRRRKVTNRSDAFNMQMRQRKGTLSVNFVDLYVCMFCGRGNNEDKLLLCDGCDDSYHTFCLIPPLPDVPKGDWRCPKCVAEECSKPREAFGFEQAVREYTLQSFGEMADNFKSDYFNMPVHMVPTELVEKEFWRLVSSIEEDVIVEYGADISSKDFGSGFPVKDGRRKILPEEEEYALSGWNLNNMPVLEQSVLAHINVDISGMKVPWLYVGMCFSSFCWHIEDHWSYSINYLHWGEP.... The pIC50 is 7.6. (2) The small molecule is CCn1c(SCC(=O)Nc2ccc(OC)cc2)nc2ccsc2c1=O. The target protein (P49058) has sequence MPNKITKEALTFDDVSLIPRKSSVLPSEVSLKTQLTKNISLNIPFLSSAMDTVTESQMAIAIAKEGGIGIIHKNMSIEAQRKEIEKVKTYKFQKTINTNGDTNEQKPEIFTAKQHLEKSDAYKNAEHKEDFPNACKDLNNKLRVGAAVSIDIDTIERVEELVKAHVDILVIDSAHGHSTRIIELIKKIKTKYPNLDLIAGNIVTKEAALDLISVGADCLKVGIGPGSICTTRIVAGVGVPQITAICDVYEACNNTNICIIADGGIRFSGDVVKAIAAGADSVMIGNLFAGTKESPSEEIIYNGKKFKSYVGMGSISAMKRGSKSRYFQLENNEPKKLVPEGIEGMVPYSGKLKDILTQLKGGLMSGMGYLGAATISDLKINSKFVKISHSSLKESHPHDVFSIT. The pIC50 is 6.1. (3) The compound is O=C(c1c[nH]c2ccc(O)cc12)c1nccc2c1[nH]c1ccc(O)cc12. The pIC50 is 4.8. The target protein (P00623) has sequence MRTLWIVAVLLLGVEGSLVQFETLIMKVAKRSGLLWYSAYGCYCGWGGHGRPQDATDRCCFVHDCCYGKATDCNPKTVSYTYSEENGEIVCGGDDPCGTQICECDKAAAICFRDNIPSYDNKYWLFPPKNCREEPEPC.